This data is from Full USPTO retrosynthesis dataset with 1.9M reactions from patents (1976-2016). The task is: Predict the reactants needed to synthesize the given product. Given the product [C:12]([O:16][C:17](=[O:31])[NH:18][C:19]1[CH:24]=[CH:23][C:22]([C:25]2[S:26][CH:27]=[CH:28][CH:29]=2)=[CH:21][C:20]=1[NH:30][C:7](=[O:8])[C:6]1[CH:10]=[CH:11][C:3]([CH2:2][Br:1])=[CH:4][CH:5]=1)([CH3:15])([CH3:13])[CH3:14], predict the reactants needed to synthesize it. The reactants are: [Br:1][CH2:2][C:3]1[CH:11]=[CH:10][C:6]([C:7](Br)=[O:8])=[CH:5][CH:4]=1.[C:12]([O:16][C:17](=[O:31])[NH:18][C:19]1[CH:24]=[CH:23][C:22]([C:25]2[S:26][CH:27]=[CH:28][CH:29]=2)=[CH:21][C:20]=1[NH2:30])([CH3:15])([CH3:14])[CH3:13].CCN(C(C)C)C(C)C.